From a dataset of Catalyst prediction with 721,799 reactions and 888 catalyst types from USPTO. Predict which catalyst facilitates the given reaction. The catalyst class is: 3. Reactant: [H-].[Na+].[Br:3][C:4]1[CH:5]=[C:6]([F:13])[C:7]([OH:12])=[C:8]([CH:11]=1)[C:9]#[N:10].I[CH3:15]. Product: [Br:3][C:4]1[CH:5]=[C:6]([F:13])[C:7]([O:12][CH3:15])=[C:8]([CH:11]=1)[C:9]#[N:10].